This data is from Full USPTO retrosynthesis dataset with 1.9M reactions from patents (1976-2016). The task is: Predict the reactants needed to synthesize the given product. (1) Given the product [CH2:6]([O:5][P:4](/[CH:9]=[CH:10]/[C:11](=[CH2:15])[CH2:12][CH2:13][O:14][S:23]([C:26]1[CH:32]=[CH:31][C:29]([CH3:30])=[CH:28][CH:27]=1)(=[O:25])=[O:24])(=[O:8])[O:3][CH2:1][CH3:2])[CH3:7], predict the reactants needed to synthesize it. The reactants are: [CH2:1]([O:3][P:4](/[CH:9]=[CH:10]/[C:11](=[CH2:15])[CH2:12][CH2:13][OH:14])(=[O:8])[O:5][CH2:6][CH3:7])[CH3:2].C(N(CC)CC)C.[S:23](Cl)([C:26]1[CH:32]=[CH:31][C:29]([CH3:30])=[CH:28][CH:27]=1)(=[O:25])=[O:24].CN(C1C=CC=CN=1)C. (2) Given the product [CH3:24][C:23]([CH3:25])([CH3:26])[C:22]([C:12]1[C:11]([CH2:28][C:29]([CH3:34])([CH3:35])[C:30]([O:32][CH3:33])=[O:31])=[C:10]([C:8]([C:4]2[CH:5]=[CH:6][CH:7]=[C:2]([C:41]3[CH:40]=[N:39][C:38]([O:37][CH3:36])=[CH:43][CH:42]=3)[CH:3]=2)=[O:9])[N:18]2[C:13]=1[CH:14]=[C:15]([CH:19]([CH3:20])[CH3:21])[CH:16]=[CH:17]2)=[O:27], predict the reactants needed to synthesize it. The reactants are: Br[C:2]1[CH:3]=[C:4]([C:8]([C:10]2[N:18]3[C:13]([CH:14]=[C:15]([CH:19]([CH3:21])[CH3:20])[CH:16]=[CH:17]3)=[C:12]([C:22](=[O:27])[C:23]([CH3:26])([CH3:25])[CH3:24])[C:11]=2[CH2:28][C:29]([CH3:35])([CH3:34])[C:30]([O:32][CH3:33])=[O:31])=[O:9])[CH:5]=[CH:6][CH:7]=1.[CH3:36][O:37][C:38]1[CH:43]=[CH:42][C:41](B(O)O)=[CH:40][N:39]=1.C([O-])([O-])=O.[Na+].[Na+]. (3) The reactants are: Br.[OH:2][C:3]1[CH:4]=[CH:5][C:6]2[CH2:7][C@H:8]3[NH:19][CH2:18][CH2:17][C@@:14]4([C:15]=2[CH:16]=1)[C@H:9]3[CH2:10][CH2:11][CH2:12][CH2:13]4.[OH-].[Na+].[C:22](O[C:22]([O:24][C:25]([CH3:28])([CH3:27])[CH3:26])=[O:23])([O:24][C:25]([CH3:28])([CH3:27])[CH3:26])=[O:23]. Given the product [OH:2][C:3]1[CH:4]=[CH:5][C:6]2[CH2:7][C@H:8]3[N:19]([C:22]([O:24][C:25]([CH3:28])([CH3:27])[CH3:26])=[O:23])[CH2:18][CH2:17][C@@:14]4([C:15]=2[CH:16]=1)[C@H:9]3[CH2:10][CH2:11][CH2:12][CH2:13]4, predict the reactants needed to synthesize it. (4) Given the product [Cl:1][C:2]1[CH:3]=[C:4]([CH:17]=[CH:18][C:19]=1[Cl:20])[CH2:5][N:6]1[CH2:11][CH2:10][CH:9]([N:12]([CH3:16])[CH2:13][CH2:14][NH:15][C:29](=[O:30])[CH2:28][C:23]2[CH:24]=[CH:25][CH:26]=[CH:27][C:22]=2[F:21])[CH2:8][CH2:7]1, predict the reactants needed to synthesize it. The reactants are: [Cl:1][C:2]1[CH:3]=[C:4]([CH:17]=[CH:18][C:19]=1[Cl:20])[CH2:5][N:6]1[CH2:11][CH2:10][CH:9]([N:12]([CH3:16])[CH2:13][CH2:14][NH2:15])[CH2:8][CH2:7]1.[F:21][C:22]1[CH:27]=[CH:26][CH:25]=[CH:24][C:23]=1[CH2:28][C:29](O)=[O:30]. (5) The reactants are: [Cl:1][C:2]1[CH:10]=[CH:9][CH:8]=[C:7]2[C:3]=1[CH:4]=[N:5][NH:6]2.[OH-].[K+].[I:13]I.[O-]S([O-])(=S)=O.[Na+].[Na+]. Given the product [Cl:1][C:2]1[CH:10]=[CH:9][CH:8]=[C:7]2[C:3]=1[C:4]([I:13])=[N:5][NH:6]2, predict the reactants needed to synthesize it. (6) Given the product [F:32][C:26]1[CH:27]=[C:28]([F:31])[CH:29]=[CH:30][C:25]=1[C:23]1[C:22]2[C:17](=[CH:18][C:19]([F:33])=[CH:20][CH:21]=2)[N:16]=[C:15]([N:12]2[CH2:13][CH2:14][NH:9][CH2:10][CH:11]2[CH3:34])[N:24]=1, predict the reactants needed to synthesize it. The reactants are: Cl.C(OC([N:9]1[CH2:14][CH2:13][N:12]([C:15]2[N:24]=[C:23]([C:25]3[CH:30]=[CH:29][C:28]([F:31])=[CH:27][C:26]=3[F:32])[C:22]3[C:17](=[CH:18][C:19]([F:33])=[CH:20][CH:21]=3)[N:16]=2)[C@@H:11]([CH3:34])[CH2:10]1)=O)(C)(C)C.